Dataset: HIV replication inhibition screening data with 41,000+ compounds from the AIDS Antiviral Screen. Task: Binary Classification. Given a drug SMILES string, predict its activity (active/inactive) in a high-throughput screening assay against a specified biological target. (1) The molecule is CCOc1ccc(N=NC2C(=O)N(C(=O)CC(=O)Nc3ccc(Cl)cc3)N=C2C)cc1. The result is 0 (inactive). (2) The drug is CC(=NNS(=O)(=O)c1ccccc1)c1ccc[n+]([O-])n1. The result is 0 (inactive). (3) The drug is CCCC(O)c1cn(C(NC(=O)c2ccccc2)P(=O)(OCC)OCC)nn1. The result is 0 (inactive). (4) The molecule is Cn1ncc(NCCn2cnc3c2c(=O)n(C)c(=O)n3C)c(Cl)c1=O. The result is 0 (inactive). (5) The result is 0 (inactive). The drug is COC(=O)C1(C#N)C(C)(C)N=C(c2ccccc2)C12CCCCC2. (6) The compound is CCOC(=O)c1ccc(N2C(=S)N(C(=O)c3ccccc3)C(=Nc3ccccc3)C2=Nc2ccccc2)cc1. The result is 0 (inactive).